From a dataset of Forward reaction prediction with 1.9M reactions from USPTO patents (1976-2016). Predict the product of the given reaction. Given the reactants [Cl:1][C:2]1[CH:46]=[CH:45][C:5]([CH2:6][C:7]2[C:15]3[C:14](=[O:16])[N:13]([CH2:17][CH2:18][CH2:19][O:20]C4CCCCO4)[C:12](=[O:27])[N:11]([CH2:28][CH2:29][CH2:30][O:31]C4CCCCO4)[C:10]=3[O:9][C:8]=2[C:38]2[CH:43]=[CH:42][CH:41]=[C:40]([Cl:44])[CH:39]=2)=[CH:4][CH:3]=1.C(O)(C(F)(F)F)=O, predict the reaction product. The product is: [Cl:1][C:2]1[CH:3]=[CH:4][C:5]([CH2:6][C:7]2[C:15]3[C:14](=[O:16])[N:13]([CH2:17][CH2:18][CH2:19][OH:20])[C:12](=[O:27])[N:11]([CH2:28][CH2:29][CH2:30][OH:31])[C:10]=3[O:9][C:8]=2[C:38]2[CH:43]=[CH:42][CH:41]=[C:40]([Cl:44])[CH:39]=2)=[CH:45][CH:46]=1.